From a dataset of Forward reaction prediction with 1.9M reactions from USPTO patents (1976-2016). Predict the product of the given reaction. (1) Given the reactants [N:1]1([CH2:6][C:7]23[CH2:16][CH:11]4[CH2:12][CH:13]([CH2:15][C:9]([O:17][CH2:18][CH2:19][O:20][CH2:21][CH2:22][O:23][CH2:24][CH2:25][OH:26])([CH2:10]4)[CH2:8]2)[CH2:14]3)[CH:5]=[CH:4][CH:3]=[N:2]1.[Li][CH2:28]CCC.IC, predict the reaction product. The product is: [CH3:28][C:5]1[N:1]([CH2:6][C:7]23[CH2:14][CH:13]4[CH2:12][CH:11]([CH2:10][C:9]([O:17][CH2:18][CH2:19][O:20][CH2:21][CH2:22][O:23][CH2:24][CH2:25][OH:26])([CH2:15]4)[CH2:8]2)[CH2:16]3)[N:2]=[CH:3][CH:4]=1. (2) Given the reactants [C:1]([O:5][C:6]([N:8]1[CH2:12][C@@H:11]([NH:13][C:14]([C:16]2[C:24]3[C:19](=[CH:20][CH:21]=[CH:22][CH:23]=3)[N:18]([CH:25]([CH3:27])[CH3:26])[N:17]=2)=[O:15])[CH2:10][C@H:9]1[CH2:28][O:29][CH2:30][C:31](O)=[O:32])=[O:7])([CH3:4])([CH3:3])[CH3:2].[CH3:34][NH:35][CH3:36], predict the reaction product. The product is: [CH3:34][N:35]([CH3:36])[C:31](=[O:32])[CH2:30][O:29][CH2:28][C@@H:9]1[CH2:10][C@H:11]([NH:13][C:14]([C:16]2[C:24]3[C:19](=[CH:20][CH:21]=[CH:22][CH:23]=3)[N:18]([CH:25]([CH3:26])[CH3:27])[N:17]=2)=[O:15])[CH2:12][N:8]1[C:6]([O:5][C:1]([CH3:2])([CH3:3])[CH3:4])=[O:7]. (3) Given the reactants [NH2:1][C:2]1[O:6][C:5]([C:7]([OH:9])=[O:8])=[CH:4][CH:3]=1.[C:10](#N)[CH:11]=C.[CH:14]1C=CC=CC=1, predict the reaction product. The product is: [CH3:14][O:9][C:7]([C:5]1([OH:6])[CH2:11][CH:10]=[C:2]([NH2:1])[CH:3]=[CH:4]1)=[O:8]. (4) The product is: [CH3:28][N:14]([C:11]1[N:10]=[CH:9][C:8]2[CH2:7][CH2:6][C:5]3[N:24]=[C:2]([CH3:1])[S:3][C:4]=3[C:13]=2[N:12]=1)[C:15]1[CH:20]=[CH:19][CH:18]=[C:17]([N+:21]([O-:23])=[O:22])[CH:16]=1. Given the reactants [CH3:1][C:2]1[S:3][C:4]2[C:13]3[N:12]=[C:11]([NH:14][C:15]4[CH:20]=[CH:19][CH:18]=[C:17]([N+:21]([O-:23])=[O:22])[CH:16]=4)[N:10]=[CH:9][C:8]=3[CH2:7][CH2:6][C:5]=2[N:24]=1.[H-].[Na+].I[CH3:28], predict the reaction product. (5) Given the reactants [C:1]([O:5][C:6]([N:8]1[CH2:23][CH2:22][C:11]2[NH:12][C:13]3[C:14]([S:20][CH3:21])=[C:15]([Cl:19])[CH:16]=[CH:17][C:18]=3[C:10]=2[CH2:9]1)=[O:7])([CH3:4])([CH3:3])[CH3:2].[OH-].[K+].[CH3:26]OCCOC, predict the reaction product. The product is: [C:1]([O:5][C:6]([N:8]1[CH2:23][CH2:22][C:11]2[N:12]([CH3:26])[C:13]3[C:14]([S:20][CH3:21])=[C:15]([Cl:19])[CH:16]=[CH:17][C:18]=3[C:10]=2[CH2:9]1)=[O:7])([CH3:4])([CH3:2])[CH3:3]. (6) Given the reactants [NH2:1][C:2]1[C:10]([O:11][CH3:12])=[CH:9][CH:8]=[CH:7][C:3]=1[C:4](O)=[O:5].CC[N:15]=C=NCCCN(C)C.C1C=CC2N(O)N=NC=2C=1.CN1CCOCC1.N, predict the reaction product. The product is: [NH2:1][C:2]1[C:10]([O:11][CH3:12])=[CH:9][CH:8]=[CH:7][C:3]=1[C:4]([NH2:15])=[O:5].